Dataset: Reaction yield outcomes from USPTO patents with 853,638 reactions. Task: Predict the reaction yield, written as a fraction of the theoretical maximum amount of product (1.0 means a 100% yield; for example, 0.34 means a 34% yield). (1) The reactants are [CH3:1][O:2][C:3]1[C:4]([NH:15][C:16](=[O:20])OCC)=[N:5][C:6]2[C:11]([N:12]=1)=[CH:10][C:9]([O:13][CH3:14])=[CH:8][CH:7]=2.[C:21]1([N:27]2[CH2:32][CH2:31][NH:30][CH2:29][CH2:28]2)[CH:26]=[CH:25][CH:24]=[CH:23][CH:22]=1.C1CCN2C(=NCCC2)CC1. The catalyst is O1CCCC1. The product is [CH3:1][O:2][C:3]1[C:4]([NH:15][C:16]([N:30]2[CH2:31][CH2:32][N:27]([C:21]3[CH:26]=[CH:25][CH:24]=[CH:23][CH:22]=3)[CH2:28][CH2:29]2)=[O:20])=[N:5][C:6]2[C:11]([N:12]=1)=[CH:10][C:9]([O:13][CH3:14])=[CH:8][CH:7]=2. The yield is 0.910. (2) The product is [Br:1][C:2]1[CH:10]=[C:9]2[C:5]([C:6]([CH:32]([F:33])[F:34])=[CH:7][N:8]2[S:11]([C:14]2[CH:19]=[CH:18][C:17]([O:20][CH2:21][C:22]([F:25])([F:23])[F:24])=[C:16]([N:26]3[CH2:31][CH2:30][N:29]([CH3:35])[CH2:28][CH2:27]3)[CH:15]=2)(=[O:12])=[O:13])=[CH:4][CH:3]=1. The catalyst is CO. The yield is 0.904. The reactants are [Br:1][C:2]1[CH:10]=[C:9]2[C:5]([C:6]([CH:32]([F:34])[F:33])=[CH:7][N:8]2[S:11]([C:14]2[CH:19]=[CH:18][C:17]([O:20][CH2:21][C:22]([F:25])([F:24])[F:23])=[C:16]([N:26]3[CH2:31][CH2:30][NH:29][CH2:28][CH2:27]3)[CH:15]=2)(=[O:13])=[O:12])=[CH:4][CH:3]=1.[C:35]([BH3-])#N.[Na+].C=O. (3) The reactants are [NH:1]1[CH:5]=[C:4]([C:6]2[C:7]([C:15]3[CH:20]=[CH:19][CH:18]=[CH:17][CH:16]=3)=[N:8][O:9][C:10]=2[C:11]([F:14])([F:13])[F:12])[N:3]=[CH:2]1.F[C:22]1[CH:27]=[CH:26][C:25]([C:28]([F:31])([F:30])[F:29])=[CH:24][N:23]=1. No catalyst specified. The yield is 0.790. The product is [C:15]1([C:7]2[C:6]([C:4]3[N:3]=[CH:2][N:1]([C:22]4[CH:27]=[CH:26][C:25]([C:28]([F:31])([F:30])[F:29])=[CH:24][N:23]=4)[CH:5]=3)=[C:10]([C:11]([F:14])([F:12])[F:13])[O:9][N:8]=2)[CH:16]=[CH:17][CH:18]=[CH:19][CH:20]=1. (4) The reactants are [H-].[Na+].[F:3][C:4]1[C:5]([CH2:16][N:17]([CH3:25])[C:18](=[O:24])[O:19][C:20]([CH3:23])([CH3:22])[CH3:21])=[CH:6][NH:7][C:8]=1[C:9]1[C:10]([F:15])=[N:11][CH:12]=[CH:13][CH:14]=1.C1OCCOCCOCCOCCOC1.[F:41][C:42]1[CH:43]=[CH:44][C:45]([S:48](F)(=[O:50])=[O:49])=[N:46][CH:47]=1. The catalyst is O1CCCC1.O. The product is [F:3][C:4]1[C:5]([CH2:16][N:17]([CH3:25])[C:18](=[O:24])[O:19][C:20]([CH3:21])([CH3:22])[CH3:23])=[CH:6][N:7]([S:48]([C:45]2[CH:44]=[CH:43][C:42]([F:41])=[CH:47][N:46]=2)(=[O:50])=[O:49])[C:8]=1[C:9]1[C:10]([F:15])=[N:11][CH:12]=[CH:13][CH:14]=1. The yield is 0.290.